Dataset: Full USPTO retrosynthesis dataset with 1.9M reactions from patents (1976-2016). Task: Predict the reactants needed to synthesize the given product. Given the product [C:12]([C:6]1[C:5]([C:14]2[CH:15]=[CH:16][CH:17]=[CH:18][CH:19]=2)=[N:4][N:3]([CH2:1][CH3:2])[C:8](=[O:9])[C:7]=1[NH2:10])(=[O:11])[CH3:13], predict the reactants needed to synthesize it. The reactants are: [CH2:1]([N:3]1[C:8](=[O:9])[C:7]2=[N:10][O:11][C:12]([CH3:13])=[C:6]2[C:5]([C:14]2[CH:19]=[CH:18][CH:17]=[CH:16][CH:15]=2)=[N:4]1)[CH3:2].